From a dataset of Reaction yield outcomes from USPTO patents with 853,638 reactions. Predict the reaction yield, written as a fraction of the theoretical maximum amount of product (1.0 means a 100% yield; for example, 0.34 means a 34% yield). (1) The reactants are O.ON1C2C=CC=CC=2N=N1.Cl.CN(CCCN=C=NCC)C.C(N(CC)CC)C.[CH:31]1([CH2:34][N:35]2[C:43]([N:44]3[CH2:49][CH2:48][NH:47][CH2:46][CH2:45]3)=[N:42][C:41]3[C:36]2=[N:37][C:38]([C:56]2[CH:57]=[N:58][C:59]([NH2:62])=[N:60][CH:61]=2)=[N:39][C:40]=3[N:50]2[CH2:55][CH2:54][O:53][CH2:52][CH2:51]2)[CH2:33][CH2:32]1.[N:63]1([CH2:68][C:69](O)=[O:70])[CH:67]=[CH:66][N:65]=[CH:64]1. The catalyst is ClCCl.CO.CN(C)C=O. The product is [CH:31]1([CH2:34][N:35]2[C:43]([N:44]3[CH2:49][CH2:48][N:47]([C:69](=[O:70])[CH2:68][N:63]4[CH:67]=[CH:66][N:65]=[CH:64]4)[CH2:46][CH2:45]3)=[N:42][C:41]3[C:36]2=[N:37][C:38]([C:56]2[CH:61]=[N:60][C:59]([NH2:62])=[N:58][CH:57]=2)=[N:39][C:40]=3[N:50]2[CH2:55][CH2:54][O:53][CH2:52][CH2:51]2)[CH2:32][CH2:33]1. The yield is 0.790. (2) The reactants are Cl[C:2]1[CH:3]=[C:4]([C:9]2[N:13]3[CH:14]=[CH:15][C:16]([C:19]([OH:22])([CH3:21])[CH3:20])=[C:17]([F:18])[C:12]3=[N:11][CH:10]=2)[CH:5]=[CH:6][C:7]=1[F:8].[F:23][C:24]1[CH:25]=[C:26](B(O)O)[CH:27]=[CH:28][C:29]=1[F:30]. No catalyst specified. The product is [F:18][C:17]1[C:12]2[N:13]([C:9]([C:4]3[CH:5]=[CH:6][C:7]([F:8])=[C:2]([C:27]4[CH:26]=[CH:25][C:24]([F:23])=[C:29]([F:30])[CH:28]=4)[CH:3]=3)=[CH:10][N:11]=2)[CH:14]=[CH:15][C:16]=1[C:19]([OH:22])([CH3:21])[CH3:20]. The yield is 0.0300. (3) The reactants are C([O:3][C:4]([C:6]1[CH:7]=[N:8][N:9]([C:12]2[CH:17]=[CH:16][CH:15]=[CH:14][CH:13]=2)[C:10]=1[Cl:11])=[O:5])C.[OH-].[Li+].CO.Cl. The catalyst is O1CCCC1.O. The product is [Cl:11][C:10]1[N:9]([C:12]2[CH:17]=[CH:16][CH:15]=[CH:14][CH:13]=2)[N:8]=[CH:7][C:6]=1[C:4]([OH:5])=[O:3]. The yield is 0.910. (4) The reactants are C([Si](C1C=CC=CC=1)(C1C=CC=CC=1)[O:6][CH2:7][C:8]([C:11]1[CH:15]=[C:14]([NH:16][C:17](=[O:32])[C:18]([CH3:31])([S:20]([CH2:23][CH:24]2[CH2:29][CH2:28][C:27](=[O:30])[CH2:26][CH2:25]2)(=[O:22])=[O:21])[CH3:19])[O:13][N:12]=1)([CH3:10])[CH3:9])(C)(C)C.[F-].C([N+](CCCC)(CCCC)CCCC)CCC. The catalyst is C1COCC1. The product is [OH:6][CH2:7][C:8]([C:11]1[CH:15]=[C:14]([NH:16][C:17](=[O:32])[C:18]([CH3:31])([S:20]([CH2:23][CH:24]2[CH2:25][CH2:26][C:27](=[O:30])[CH2:28][CH2:29]2)(=[O:22])=[O:21])[CH3:19])[O:13][N:12]=1)([CH3:10])[CH3:9]. The yield is 0.410. (5) The reactants are [OH:1][CH2:2][CH2:3][CH2:4][NH:5][C:6]1[CH:13]=[CH:12][C:9]([C:10]#[N:11])=[CH:8][CH:7]=1.C(N(CC)CC)C.[C:21]1([CH3:31])[CH:26]=[CH:25][C:24]([S:27](Cl)(=[O:29])=[O:28])=[CH:23][CH:22]=1. The catalyst is CC#N. The product is [CH3:31][C:21]1[CH:26]=[CH:25][C:24]([S:27]([O:1][CH2:2][CH2:3][CH2:4][NH:5][C:6]2[CH:13]=[CH:12][C:9]([C:10]#[N:11])=[CH:8][CH:7]=2)(=[O:29])=[O:28])=[CH:23][CH:22]=1. The yield is 0.770. (6) The product is [NH2:1][C:2]1[C:10]([Cl:11])=[CH:9][CH:8]=[CH:7][C:3]=1[C:4]([NH:19][C:18]1[CH:20]=[CH:21][CH:22]=[CH:23][C:17]=1[Cl:16])=[O:6]. The yield is 0.780. The reactants are [NH2:1][C:2]1[C:10]([Cl:11])=[CH:9][CH:8]=[CH:7][C:3]=1[C:4]([OH:6])=O.O=S(Cl)Cl.[Cl:16][C:17]1[CH:23]=[CH:22][CH:21]=[CH:20][C:18]=1[NH2:19].C(Cl)(Cl)Cl. The catalyst is C1C=CC=CC=1. (7) The reactants are Cl.C([O:9][C:10]1[CH:19]=[C:18]2[C:13]([C:14]([NH:20][C:21]3[CH:26]=[CH:25][C:24]([Br:27])=[CH:23][C:22]=3[F:28])=[N:15][CH:16]=[N:17]2)=[CH:12][C:11]=1[O:29][CH3:30])C1C=CC=CC=1. The catalyst is C(O)(C(F)(F)F)=O. The product is [Br:27][C:24]1[CH:25]=[CH:26][C:21]([NH:20][C:14]2[C:13]3[C:18](=[CH:19][C:10]([OH:9])=[C:11]([O:29][CH3:30])[CH:12]=3)[N:17]=[CH:16][N:15]=2)=[C:22]([F:28])[CH:23]=1. The yield is 0.820. (8) The reactants are [O:1]([CH2:8][C:9]1[CH:16]=[CH:15][C:12]([CH:13]=O)=[CH:11][CH:10]=1)[C:2]1[CH:7]=[CH:6][CH:5]=[CH:4][CH:3]=1.C(O[CH2:22][C:23]1[CH:28]=[CH:27][C:26]([N+:29]([O-])=O)=[C:25]([NH2:32])[N:24]=1)(=O)CC.S(S([O-])=O)([O-])=O.[Na+].[Na+].[NH4+].[OH-:42]. The product is [O:1]([CH2:8][C:9]1[CH:16]=[CH:15][C:12]([C:13]2[NH:32][C:25]3=[N:24][C:23]([CH2:22][C:8]([O:1][CH2:2][CH3:3])=[O:42])=[CH:28][CH:27]=[C:26]3[N:29]=2)=[CH:11][CH:10]=1)[C:2]1[CH:7]=[CH:6][CH:5]=[CH:4][CH:3]=1. The yield is 0.120. The catalyst is CCO. (9) The reactants are [C:1]([C:3]1[CH:8]=[CH:7][CH:6]=[CH:5][C:4]=1[C:9]1[CH:14]=[CH:13][C:12]([CH2:15][CH:16]([C:22](=O)[CH2:23][CH2:24][CH3:25])[C:17](OCC)=[O:18])=[C:11]([F:27])[CH:10]=1)#[N:2].[O:28]1[C:32]2([CH2:37][CH2:36][CH:35]([NH:38][C:39]3[NH:43][C:42]([CH3:44])=[N:41][N:40]=3)[CH2:34][CH2:33]2)[O:31][CH2:30][CH2:29]1. No catalyst specified. The product is [O:28]1[C:32]2([CH2:33][CH2:34][CH:35]([N:38]3[C:17](=[O:18])[C:16]([CH2:15][C:12]4[CH:13]=[CH:14][C:9]([C:4]5[C:3]([C:1]#[N:2])=[CH:8][CH:7]=[CH:6][CH:5]=5)=[CH:10][C:11]=4[F:27])=[C:22]([CH2:23][CH2:24][CH3:25])[N:40]4[N:41]=[C:42]([CH3:44])[N:43]=[C:39]34)[CH2:36][CH2:37]2)[O:31][CH2:30][CH2:29]1. The yield is 0.280.